Dataset: NCI-60 drug combinations with 297,098 pairs across 59 cell lines. Task: Regression. Given two drug SMILES strings and cell line genomic features, predict the synergy score measuring deviation from expected non-interaction effect. (1) Drug 1: C1=NC2=C(N=C(N=C2N1C3C(C(C(O3)CO)O)F)Cl)N. Drug 2: C(CCl)NC(=O)N(CCCl)N=O. Cell line: LOX IMVI. Synergy scores: CSS=26.3, Synergy_ZIP=-7.04, Synergy_Bliss=0.343, Synergy_Loewe=-2.88, Synergy_HSA=-2.81. (2) Drug 1: CC1=C(C(=O)C2=C(C1=O)N3CC4C(C3(C2COC(=O)N)OC)N4)N. Drug 2: COCCOC1=C(C=C2C(=C1)C(=NC=N2)NC3=CC=CC(=C3)C#C)OCCOC. Cell line: HCT116. Synergy scores: CSS=17.0, Synergy_ZIP=-9.94, Synergy_Bliss=-17.6, Synergy_Loewe=-18.7, Synergy_HSA=-14.4. (3) Drug 1: CCC1(CC2CC(C3=C(CCN(C2)C1)C4=CC=CC=C4N3)(C5=C(C=C6C(=C5)C78CCN9C7C(C=CC9)(C(C(C8N6C=O)(C(=O)OC)O)OC(=O)C)CC)OC)C(=O)OC)O.OS(=O)(=O)O. Drug 2: C1=CC=C(C(=C1)C(C2=CC=C(C=C2)Cl)C(Cl)Cl)Cl. Cell line: MDA-MB-435. Synergy scores: CSS=55.2, Synergy_ZIP=1.37, Synergy_Bliss=2.41, Synergy_Loewe=-47.4, Synergy_HSA=1.99. (4) Drug 1: COC1=CC(=CC(=C1O)OC)C2C3C(COC3=O)C(C4=CC5=C(C=C24)OCO5)OC6C(C(C7C(O6)COC(O7)C8=CC=CS8)O)O. Drug 2: CC12CCC3C(C1CCC2O)C(CC4=C3C=CC(=C4)O)CCCCCCCCCS(=O)CCCC(C(F)(F)F)(F)F. Cell line: ACHN. Synergy scores: CSS=50.2, Synergy_ZIP=-5.00, Synergy_Bliss=-8.01, Synergy_Loewe=-16.5, Synergy_HSA=-5.77.